This data is from Reaction yield outcomes from USPTO patents with 853,638 reactions. The task is: Predict the reaction yield, written as a fraction of the theoretical maximum amount of product (1.0 means a 100% yield; for example, 0.34 means a 34% yield). (1) The catalyst is C1COCC1. The reactants are [F:1][C:2]1[CH:3]=[C:4]([C:9]2[CH:14]=[CH:13][C:12]([C:15]3[C:24]4[C:19](=[CH:20][C:21]([S:25](OC5C(F)=C(F)C(F)=C(F)C=5F)(=[O:27])=[O:26])=[CH:22][CH:23]=4)[CH:18]=[CH:17][N:16]=3)=[C:11]([O:40][CH3:41])[CH:10]=2)[CH:5]=[C:6]([F:8])[CH:7]=1.[CH3:42][C:43]1[N:48]=[CH:47][N:46]=[C:45]([NH2:49])[CH:44]=1.C[Si]([N-][Si](C)(C)C)(C)C.[Li+]. The yield is 0.473. The product is [F:1][C:2]1[CH:3]=[C:4]([C:9]2[CH:14]=[CH:13][C:12]([C:15]3[C:24]4[C:19](=[CH:20][C:21]([S:25]([NH:49][C:45]5[CH:44]=[C:43]([CH3:42])[N:48]=[CH:47][N:46]=5)(=[O:26])=[O:27])=[CH:22][CH:23]=4)[CH:18]=[CH:17][N:16]=3)=[C:11]([O:40][CH3:41])[CH:10]=2)[CH:5]=[C:6]([F:8])[CH:7]=1. (2) The reactants are [ClH:1].[CH2:2]([C:6]1[N:7]=[C:8]([NH2:11])[NH:9][CH:10]=1)[CH2:3][C:4]#[CH:5].[N:12]([CH2:15][C:16]1[NH:20][C:19]2[CH:21]=[C:22]([CH3:26])[C:23]([CH3:25])=[CH:24][C:18]=2[N:17]=1)=[N+:13]=[N-:14]. No catalyst specified. The product is [ClH:1].[ClH:1].[CH3:25][C:23]1[C:22]([CH3:26])=[CH:21][C:19]2[NH:20][C:16]([CH2:15][N:12]3[CH:5]=[C:4]([CH2:3][CH2:2][C:6]4[N:7]=[C:8]([NH2:11])[NH:9][CH:10]=4)[N:14]=[N:13]3)=[N:17][C:18]=2[CH:24]=1. The yield is 0.590. (3) The reactants are [Br:1][C:2]1[CH:3]=[C:4]([C:8]([OH:10])=O)[O:5][C:6]=1[Br:7].C1CN([P+](Br)(N2CCCC2)N2CCCC2)CC1.F[P-](F)(F)(F)(F)F.C(N(C(C)C)CC)(C)C.[NH2:44][CH:45]([CH2:55][C:56]1[CH:61]=[CH:60][CH:59]=[CH:58][CH:57]=1)[CH2:46][NH:47][C:48](=[O:54])[O:49][C:50]([CH3:53])([CH3:52])[CH3:51]. The catalyst is C(Cl)Cl. The product is [Br:1][C:2]1[CH:3]=[C:4]([C:8]([NH:44][CH:45]([CH2:55][C:56]2[CH:57]=[CH:58][CH:59]=[CH:60][CH:61]=2)[CH2:46][NH:47][C:48](=[O:54])[O:49][C:50]([CH3:53])([CH3:51])[CH3:52])=[O:10])[O:5][C:6]=1[Br:7]. The yield is 0.820. (4) The reactants are [CH2:1]([O:3][C:4]1[CH:13]=[C:12]2[C:7]([C:8]([NH:14][C:15]3[CH:16]=[C:17]4[C:21](=[CH:22][CH:23]=3)[N:20]([CH2:24][C:25]3[CH:30]=[CH:29][CH:28]=[C:27]([F:31])[CH:26]=3)[N:19]=[CH:18]4)=[N:9][CH:10]=[N:11]2)=[CH:6][C:5]=1[NH2:32])[CH3:2].[Br:33][CH2:34]/[CH:35]=[CH:36]/[C:37](Cl)=[O:38].O. The catalyst is C1COCC1. The product is [Br:33][CH2:34]/[CH:35]=[CH:36]/[C:37]([NH:32][C:5]1[CH:6]=[C:7]2[C:12](=[CH:13][C:4]=1[O:3][CH2:1][CH3:2])[N:11]=[CH:10][N:9]=[C:8]2[NH:14][C:15]1[CH:16]=[C:17]2[C:21](=[CH:22][CH:23]=1)[N:20]([CH2:24][C:25]1[CH:30]=[CH:29][CH:28]=[C:27]([F:31])[CH:26]=1)[N:19]=[CH:18]2)=[O:38]. The yield is 0.558. (5) The reactants are [NH2:1][C:2]1[CH:7]=[CH:6][C:5]([C:8]2[C:12]([C:13]3[CH:18]=[CH:17][N:16]=[C:15]4[NH:19][C:20]([C:22]5[CH:23]=[N:24][C:25]([N:28]6[CH2:33][CH2:32][N:31]([C:34]([O:36][C:37]([CH3:40])([CH3:39])[CH3:38])=[O:35])[CH2:30][CH2:29]6)=[N:26][CH:27]=5)=[CH:21][C:14]=34)=[CH:11][N:10]([CH3:41])[N:9]=2)=[CH:4][CH:3]=1.ClC([O:45][C:46](C)=C)=O.[N:49]1[CH:54]=CC=C[CH:50]=1. No catalyst specified. The product is [CH3:50][N:49]([CH3:54])[C:46]([NH:1][C:2]1[CH:3]=[CH:4][C:5]([C:8]2[C:12]([C:13]3[CH:18]=[CH:17][N:16]=[C:15]4[NH:19][C:20]([C:22]5[CH:27]=[N:26][C:25]([N:28]6[CH2:29][CH2:30][N:31]([C:34]([O:36][C:37]([CH3:38])([CH3:40])[CH3:39])=[O:35])[CH2:32][CH2:33]6)=[N:24][CH:23]=5)=[CH:21][C:14]=34)=[CH:11][N:10]([CH3:41])[N:9]=2)=[CH:6][CH:7]=1)=[O:45]. The yield is 0.270. (6) The product is [C:50]([NH:57][CH2:58][CH2:59][O:60][CH2:61][CH2:62][O:63][CH2:64][CH2:65][NH:66][C:10](=[O:12])[CH2:9][CH2:8][CH2:7][CH2:6][C@H:4]1[C@@H:3]2[C@@H:2]([NH:16][C:14]([NH:13]2)=[O:15])[CH2:1][S:5]1)([O:52][C:53]([CH3:56])([CH3:55])[CH3:54])=[O:51]. The reactants are [CH2:1]1[S:5][C@@H:4]([CH2:6][CH2:7][CH2:8][CH2:9][C:10]([OH:12])=O)[C@H:3]2[NH:13][C:14]([NH:16][C@@H:2]12)=[O:15].F[P-](F)(F)(F)(F)F.N1(OC(N(C)C)=[N+](C)C)C2C=CC=CC=2N=N1.CCN(C(C)C)C(C)C.[C:50]([NH:57][CH2:58][CH2:59][O:60][CH2:61][CH2:62][O:63][CH2:64][CH2:65][NH2:66])([O:52][C:53]([CH3:56])([CH3:55])[CH3:54])=[O:51]. The yield is 0.900. The catalyst is CN(C=O)C. (7) The yield is 0.970. The reactants are [I:1][C:2]1[C:10]2[C:5](=[CH:6][CH:7]=[C:8]([C:11]([OH:13])=O)[CH:9]=2)[NH:4][N:3]=1.[CH:14]1([CH:19]([C:21]2[CH:26]=[CH:25][CH:24]=[CH:23][CH:22]=2)[NH2:20])[CH2:18][CH2:17][CH2:16][CH2:15]1.CN(C(ON1N=NC2C=CC=CC1=2)=[N+](C)C)C.[B-](F)(F)(F)F.CCN(C(C)C)C(C)C. The catalyst is CN(C=O)C. The product is [CH:14]1([CH:19]([C:21]2[CH:22]=[CH:23][CH:24]=[CH:25][CH:26]=2)[NH:20][C:11]([C:8]2[CH:9]=[C:10]3[C:5](=[CH:6][CH:7]=2)[NH:4][N:3]=[C:2]3[I:1])=[O:13])[CH2:15][CH2:16][CH2:17][CH2:18]1.